This data is from Experimentally validated miRNA-target interactions with 360,000+ pairs, plus equal number of negative samples. The task is: Binary Classification. Given a miRNA mature sequence and a target amino acid sequence, predict their likelihood of interaction. The protein sequence of the target gene is MGNENSTSDHQRTSSVQSPRSLQPPGKSQSLQKQQGDLPGSCAGSIPGTDDVIQPAAPVDPGHPPLAGIGSNQGEVCTSLQLSYTIVTVQSASPSAARASPAPLAPEHTASAPSAAGPGVEVTPTGSPQHLAKNEPRSSDSEEAFETPESTTPVKAPPAPPPPPPEVTPEPEVIDPPAPEEPGCISEPPVVVPDGPRSSESVEGSPFRPSHSSSAVFDEDKPIASSGTYNLDFDSIELVDNFQSLEPCSADSKGQECKVSTRRKSTESVPPSKSTLSRSLSLQASDFDGASCPGSPEAGT.... The miRNA is hsa-miR-1233-3p with sequence UGAGCCCUGUCCUCCCGCAG. Result: 0 (no interaction).